Dataset: Reaction yield outcomes from USPTO patents with 853,638 reactions. Task: Predict the reaction yield, written as a fraction of the theoretical maximum amount of product (1.0 means a 100% yield; for example, 0.34 means a 34% yield). (1) The yield is 0.961. The catalyst is O. The reactants are [OH-].[K+].[C:3]([OH:11])(=[O:10])[C:4]1[CH:9]=[CH:8][CH:7]=[CH:6][CH:5]=1.CN(C=O)C.Cl[CH:18]([C:22](=[O:24])[CH3:23])[C:19](=[O:21])[CH3:20]. The product is [C:3]([O:11][CH:18]([C:22](=[O:24])[CH3:23])[C:19](=[O:21])[CH3:20])(=[O:10])[C:4]1[CH:9]=[CH:8][CH:7]=[CH:6][CH:5]=1. (2) The reactants are [F:1][C:2]1[CH:25]=[C:24]([F:26])[CH:23]=[C:22]([F:27])[C:3]=1[C:4]([NH:6][C:7]1[CH:12]=[CH:11][CH:10]=[C:9]([C:13]([CH:15]2[CH2:20][CH2:19][N:18]([CH3:21])[CH2:17][CH2:16]2)=[O:14])[N:8]=1)=[O:5].C(OCC)C.[ClH:33]. The catalyst is C(O)(C)C. The product is [ClH:33].[F:27][C:22]1[CH:23]=[C:24]([F:26])[CH:25]=[C:2]([F:1])[C:3]=1[C:4]([NH:6][C:7]1[CH:12]=[CH:11][CH:10]=[C:9]([C:13]([CH:15]2[CH2:20][CH2:19][N:18]([CH3:21])[CH2:17][CH2:16]2)=[O:14])[N:8]=1)=[O:5]. The yield is 0.930. (3) The reactants are [CH3:1][S:2]([NH:5][C:6]1[CH:7]=[C:8]([C:12]2[CH:13]=[C:14]3[C:18](=[C:19]([C:21]([NH2:23])=[O:22])[CH:20]=2)[NH:17][N:16]=[C:15]3[CH:24]2[CH2:29][CH2:28][NH:27][CH2:26][CH2:25]2)[CH:9]=[CH:10][CH:11]=1)(=[O:4])=[O:3].C(N(C(C)C)CC)(C)C.[CH3:39][N:40]1[CH:44]=[C:43]([S:45](Cl)(=[O:47])=[O:46])[N:42]=[C:41]1[CH3:49]. The catalyst is CN(C1C=CN=CC=1)C. The product is [CH3:39][N:40]1[CH:44]=[C:43]([S:45]([N:27]2[CH2:28][CH2:29][CH:24]([C:15]3[C:14]4[C:18](=[C:19]([C:21]([NH2:23])=[O:22])[CH:20]=[C:12]([C:8]5[CH:9]=[CH:10][CH:11]=[C:6]([NH:5][S:2]([CH3:1])(=[O:4])=[O:3])[CH:7]=5)[CH:13]=4)[NH:17][N:16]=3)[CH2:25][CH2:26]2)(=[O:47])=[O:46])[N:42]=[C:41]1[CH3:49]. The yield is 0.130. (4) The yield is 0.840. The reactants are [N+:1]([C:4]1[CH:11]=[CH:10][C:7]([CH:8]=[O:9])=[C:6]([O:12][CH3:13])[CH:5]=1)([O-:3])=[O:2].CC1C=CC(S([CH2:24][N+:25]#[C-:26])(=O)=O)=CC=1.C([O-])([O-])=O.[K+].[K+].CO. The product is [N+:1]([C:4]1[CH:11]=[CH:10][C:7]([C:8]2[O:9][CH:26]=[N:25][CH:24]=2)=[C:6]([O:12][CH3:13])[CH:5]=1)([O-:3])=[O:2]. The catalyst is O. (5) The reactants are [F:1][C:2]([F:18])([F:17])[C:3]1[CH:16]=[CH:15][C:6]([CH2:7][NH:8][CH2:9][C:10]([O:12][CH2:13][CH3:14])=[O:11])=[CH:5][CH:4]=1.C(Cl)CCl.C1C=[CH:25][C:26]2[N:31](O)[N:30]=[N:29]C=2C=1.C1C[O:36]CC1. The yield is 0.640. No catalyst specified. The product is [N:31]([CH2:26][C:25]([N:8]([CH2:9][C:10]([O:12][CH2:13][CH3:14])=[O:11])[CH2:7][C:6]1[CH:5]=[CH:4][C:3]([C:2]([F:17])([F:18])[F:1])=[CH:16][CH:15]=1)=[O:36])=[N+:30]=[N-:29]. (6) The reactants are [NH2:1][C:2]1[CH:30]=[CH:29][C:5]([O:6][C:7]2[CH:12]=[CH:11][N:10]=[C:9]3[CH:13]=[C:14]([C:16]4[N:17]([CH3:28])[C:18]([CH2:21][N:22]5[CH2:26][CH2:25][CH2:24][C:23]5=[O:27])=[CH:19][N:20]=4)[S:15][C:8]=23)=[C:4]([F:31])[CH:3]=1.ClC(Cl)(O[C:36](=[O:42])OC(Cl)(Cl)Cl)Cl.[CH:44]1([NH2:47])[CH2:46][CH2:45]1. The catalyst is C1COCC1. The product is [CH:44]1([NH:47][C:36]([NH:1][C:2]2[CH:30]=[CH:29][C:5]([O:6][C:7]3[CH:12]=[CH:11][N:10]=[C:9]4[CH:13]=[C:14]([C:16]5[N:17]([CH3:28])[C:18]([CH2:21][N:22]6[CH2:26][CH2:25][CH2:24][C:23]6=[O:27])=[CH:19][N:20]=5)[S:15][C:8]=34)=[C:4]([F:31])[CH:3]=2)=[O:42])[CH2:46][CH2:45]1. The yield is 0.510. (7) The reactants are Cl.[NH2:2][C:3]1[C:11]([OH:12])=[C:10]2[C:6]([CH2:7][CH2:8][CH:9]2[CH2:13][CH2:14][NH:15][C:16](=[O:18])[CH3:17])=[CH:5][CH:4]=1.[C:19](Cl)(=[O:26])[C:20]1[CH:25]=[CH:24][CH:23]=[CH:22][CH:21]=1.O. The catalyst is N1C=CC=CC=1. The product is [C:16]([NH:15][CH2:14][CH2:13][CH:9]1[C:10]2[C:6](=[CH:5][CH:4]=[C:3]([NH:2][C:19](=[O:26])[C:20]3[CH:25]=[CH:24][CH:23]=[CH:22][CH:21]=3)[C:11]=2[OH:12])[CH2:7][CH2:8]1)(=[O:18])[CH3:17]. The yield is 0.890. (8) The reactants are Br[C:2]1[CH:7]=[CH:6][C:5]([S:8]([CH2:11][CH2:12][N:13]([CH3:15])[CH3:14])(=[O:10])=[O:9])=[CH:4][CH:3]=1.B1(B2OC(C)(C)C(C)(C)O2)OC(C)(C)C(C)(C)O1.[C:34]([O-:37])(=O)[CH3:35].[K+].C(Cl)Cl.[NH2:42][C:43]1[C:44]([C:50]2[O:54][C:53]([C:55]3[CH:60]=CC(CC([O-])=O)=[CH:57][CH:56]=3)=[N:52][N:51]=2)=[N:45][C:46](Br)=[CH:47][N:48]=1.C([O-])([O-])=O.[Na+].[Na+]. The catalyst is O1CCOCC1.CN(C=O)C.Cl[Pd](Cl)([P](C1C=CC=CC=1)(C1C=CC=CC=1)C1C=CC=CC=1)[P](C1C=CC=CC=1)(C1C=CC=CC=1)C1C=CC=CC=1. The product is [NH2:42][C:43]1[C:44]([C:50]2[O:54][C:53]([C:55]3[CH:60]=[CH:35][C:34]([OH:37])=[CH:57][CH:56]=3)=[N:52][N:51]=2)=[N:45][C:46]([C:2]2[CH:7]=[CH:6][C:5]([S:8]([CH2:11][CH2:12][N:13]([CH3:15])[CH3:14])(=[O:10])=[O:9])=[CH:4][CH:3]=2)=[CH:47][N:48]=1. The yield is 0.150. (9) The reactants are [Cl:1][C:2]1[CH:7]=[CH:6][C:5](I)=[CH:4][C:3]=1[Cl:9].[CH3:10][CH:11]([OH:14])[CH:12]=[CH2:13].C(=O)(O)[O-].[Na+]. The catalyst is [Cl-].C([N+](CCCC)(CCCC)CCCC)CCC.C([O-])(=O)C.[Pd+2].C([O-])(=O)C.CN(C=O)C. The product is [Cl:9][C:3]1[CH:4]=[C:5]([CH2:13][CH2:12][C:11](=[O:14])[CH3:10])[CH:6]=[CH:7][C:2]=1[Cl:1]. The yield is 0.880. (10) The reactants are [C:1]([O:5][C:6]([N:8]1[CH2:13][C@H:12]2[CH2:14][C@@H:9]1[CH2:10][NH:11]2)=[O:7])([CH3:4])([CH3:3])[CH3:2].[NH2:15][C:16]1[CH:24]=[CH:23][C:19]([C:20](O)=[O:21])=[CH:18][N:17]=1. No catalyst specified. The product is [C:1]([O:5][C:6]([N:8]1[CH2:13][C@H:12]2[CH2:14][C@@H:9]1[CH2:10][N:11]2[C:20]([C:19]1[CH:18]=[N:17][C:16]([NH2:15])=[CH:24][CH:23]=1)=[O:21])=[O:7])([CH3:4])([CH3:2])[CH3:3]. The yield is 0.310.